Dataset: M1 muscarinic receptor antagonist screen with 61,756 compounds. Task: Binary Classification. Given a drug SMILES string, predict its activity (active/inactive) in a high-throughput screening assay against a specified biological target. (1) The drug is O1C(OCC1)(Cn1c2c(cc1)cccc2)c1ccccc1. The result is 0 (inactive). (2) The molecule is n12ncc(c2nc(cc1NCCCn1ccnc1)C)c1ccccc1. The result is 0 (inactive). (3) The drug is O1CCN(CC1)C(=O)CN1c2c(OC(=O)C1)cccc2. The result is 0 (inactive). (4) The result is 0 (inactive). The drug is S1CCCN=C1Nc1c(cccc1)C. (5) The molecule is FC(F)(F)C(NC(=O)Nc1cc(OC)c(OC)c(OC)c1)(C(F)(F)F)C. The result is 0 (inactive). (6) The drug is S(c1oc(nn1)Cc1cc2OCOc2cc1)C. The result is 0 (inactive). (7) The result is 0 (inactive). The drug is O(C(=O)C(C(C(C(=O)C)C(OCC)=O)c1ccc(OC)cc1)C(=O)C)CC. (8) The molecule is S(=O)(=O)(NCCCC(=O)N1CCCCC1)c1c2nsnc2ccc1. The result is 0 (inactive).